From a dataset of Reaction yield outcomes from USPTO patents with 853,638 reactions. Predict the reaction yield, written as a fraction of the theoretical maximum amount of product (1.0 means a 100% yield; for example, 0.34 means a 34% yield). (1) The reactants are [NH2:1][C:2]1[CH:17]=[C:16]([N+:18]([O-:20])=[O:19])[CH:15]=[CH:14][C:3]=1[C:4]([NH:6][C:7]1[CH:12]=[CH:11][CH:10]=[CH:9][C:8]=1[Cl:13])=[O:5].[Cl:21][CH2:22][C:23](Cl)=O. The catalyst is C(O)(=O)C. The product is [Cl:21][CH2:22][C:23]1[N:6]([C:7]2[CH:12]=[CH:11][CH:10]=[CH:9][C:8]=2[Cl:13])[C:4](=[O:5])[C:3]2[C:2](=[CH:17][C:16]([N+:18]([O-:20])=[O:19])=[CH:15][CH:14]=2)[N:1]=1. The yield is 0.560. (2) The reactants are O.NN.[F:4][C:5]1[CH:10]=[C:9]([N+:11]([O-:13])=[O:12])[CH:8]=[CH:7][C:6]=1[N:14]1[CH2:19][CH2:18][CH:17]([CH2:20][CH2:21][N:22]2C(=O)C3C(=CC=CC=3)C2=O)[CH2:16][CH2:15]1.O. The catalyst is C(O)C. The product is [F:4][C:5]1[CH:10]=[C:9]([N+:11]([O-:13])=[O:12])[CH:8]=[CH:7][C:6]=1[N:14]1[CH2:15][CH2:16][CH:17]([CH2:20][CH2:21][NH2:22])[CH2:18][CH2:19]1. The yield is 0.340. (3) The reactants are [F:1][C:2](=[CH2:6])[C:3](O)=[O:4].CN(C(ON1N=NC2C=CC=CC1=2)=[N+](C)C)C.F[P-](F)(F)(F)(F)F.C(N(CC)CC)C.[Br:38][C:39]1[CH:47]=[C:46]2[C:42]([CH2:43][C:44]3([CH2:55][CH2:54][CH:53]([O:56][CH3:57])[CH2:52][CH2:51]3)[C:45]2([CH:49]=[CH2:50])[NH2:48])=[CH:41][CH:40]=1. The catalyst is ClCCl.O. The product is [Br:38][C:39]1[CH:47]=[C:46]2[C:42]([CH2:43][C:44]3([CH2:55][CH2:54][CH:53]([O:56][CH3:57])[CH2:52][CH2:51]3)[C:45]2([NH:48][C:3](=[O:4])[C:2]([F:1])=[CH2:6])[CH:49]=[CH2:50])=[CH:41][CH:40]=1. The yield is 0.430. (4) The reactants are [C:9](O[C:9]([O:11][C:12]([CH3:15])([CH3:14])[CH3:13])=[O:10])([O:11][C:12]([CH3:15])([CH3:14])[CH3:13])=[O:10].[NH2:16][C:17]1[CH:22]=[CH:21][CH:20]=[C:19]([Br:23])[N:18]=1.C(N(CC)CC)C.O. The catalyst is ClCCl.CN(C)C1C=CN=CC=1. The product is [Br:23][C:19]1[N:18]=[C:17]([NH:16][C:9](=[O:10])[O:11][C:12]([CH3:13])([CH3:14])[CH3:15])[CH:22]=[CH:21][CH:20]=1. The yield is 0.500.